Predict the reaction yield, written as a fraction of the theoretical maximum amount of product (1.0 means a 100% yield; for example, 0.34 means a 34% yield). From a dataset of Reaction yield outcomes from USPTO patents with 853,638 reactions. (1) The reactants are [F:1][C:2]([F:9])([F:8])[C:3]1[CH:4]=[N:5][NH:6][CH:7]=1.N1C2C(=CC=CC=2O)C=CC=1.C(=O)([O-])[O-].[K+].[K+].Br[C:28]1[CH:33]=[CH:32][C:31]([CH:34]=[C:35]([C:40]2[CH:49]=[CH:48][C:43]([C:44]([O:46][CH3:47])=[O:45])=[CH:42][CH:41]=2)[CH2:36][CH:37]([CH3:39])[CH3:38])=[CH:30][CH:29]=1. The catalyst is CS(C)=O.[Cu]I. The product is [CH3:38][CH:37]([CH3:39])[CH2:36][C:35]([C:40]1[CH:41]=[CH:42][C:43]([C:44]([O:46][CH3:47])=[O:45])=[CH:48][CH:49]=1)=[CH:34][C:31]1[CH:32]=[CH:33][C:28]([N:5]2[CH:4]=[C:3]([C:2]([F:9])([F:8])[F:1])[CH:7]=[N:6]2)=[CH:29][CH:30]=1. The yield is 0.0950. (2) The catalyst is C1(C)C=CC=CC=1. The yield is 0.490. The product is [CH3:1][N:2]([C:4](=[O:7])[CH2:5][CH3:6])[N:3]=[C:9]([C:10]([O:12][CH2:13][CH3:14])=[O:11])[C:15]([O:17][CH2:18][CH3:19])=[O:16]. The reactants are [CH3:1][N:2]([C:4](=[O:7])[CH2:5][CH3:6])[NH2:3].O=[C:9]([C:15]([O:17][CH2:18][CH3:19])=[O:16])[C:10]([O:12][CH2:13][CH3:14])=[O:11]. (3) The reactants are [CH3:1][S:2]([C:5]1[CH:23]=[CH:22][C:8]([CH:9]=[C:10]2[C:19]3[C:14](=[CH:15][CH:16]=[CH:17][CH:18]=3)[CH2:13][CH2:12]/[C:11]/2=[N:20]\[OH:21])=[CH:7][CH:6]=1)(=[O:4])=[O:3].[CH2:24]([O:31][CH2:32][C:33](Cl)=[O:34])[C:25]1[CH:30]=[CH:29][CH:28]=[CH:27][CH:26]=1.C(N(CC)CC)C. The catalyst is ClCCl. The product is [CH2:24]([O:31][CH2:32][C:33]([O:21]/[N:20]=[C:11]1/[C:10](=[CH:9][C:8]2[CH:7]=[CH:6][C:5]([S:2]([CH3:1])(=[O:4])=[O:3])=[CH:23][CH:22]=2)[C:19]2[C:14]([CH2:13][CH2:12]/1)=[CH:15][CH:16]=[CH:17][CH:18]=2)=[O:34])[C:25]1[CH:30]=[CH:29][CH:28]=[CH:27][CH:26]=1. The yield is 0.560.